Dataset: Catalyst prediction with 721,799 reactions and 888 catalyst types from USPTO. Task: Predict which catalyst facilitates the given reaction. (1) Reactant: [Br:1][C:2]1[CH:3]=[C:4]([C:13](OC)=[O:14])[C:5]2[O:9][C:8]([CH3:11])([CH3:10])[CH2:7][C:6]=2[CH:12]=1.[H-].[H-].[H-].[H-].[Li+].[Al+3]. Product: [Br:1][C:2]1[CH:3]=[C:4]([CH2:13][OH:14])[C:5]2[O:9][C:8]([CH3:11])([CH3:10])[CH2:7][C:6]=2[CH:12]=1. The catalyst class is: 7. (2) Reactant: [CH2:1]([O:3][C:4]1[N:8]([C:9]2[C:17]3[O:16][CH2:15][C@@H:14]([NH:18][C:19]4[CH:31]=[CH:30][C:22]5[C@H:23]([CH2:26][C:27]([OH:29])=[O:28])[CH2:24][O:25][C:21]=5[CH:20]=4)[C:13]=3[CH:12]=[CH:11][CH:10]=2)[C:7]2[CH:32]=[CH:33][CH:34]=[CH:35][C:6]=2[N:5]=1)[CH3:2].[OH-].[Na+:37].C(#N)C. Product: [CH2:1]([O:3][C:4]1[N:8]([C:9]2[C:17]3[O:16][CH2:15][C@@H:14]([NH:18][C:19]4[CH:31]=[CH:30][C:22]5[C@H:23]([CH2:26][C:27]([O-:29])=[O:28])[CH2:24][O:25][C:21]=5[CH:20]=4)[C:13]=3[CH:12]=[CH:11][CH:10]=2)[C:7]2[CH:32]=[CH:33][CH:34]=[CH:35][C:6]=2[N:5]=1)[CH3:2].[Na+:37]. The catalyst class is: 6.